The task is: Predict the product of the given reaction.. This data is from Forward reaction prediction with 1.9M reactions from USPTO patents (1976-2016). (1) Given the reactants [NH2:1][C@H:2]([C:12]([OH:14])=[O:13])[CH2:3][CH2:4][CH2:5][C:6]1[CH:11]=[CH:10][CH:9]=[CH:8][CH:7]=1.OS(O)(=O)=O.[CH3:20][C:21](=[CH2:23])[CH3:22], predict the reaction product. The product is: [NH2:1][C@H:2]([C:12]([O:14][C:21]([CH3:23])([CH3:22])[CH3:20])=[O:13])[CH2:3][CH2:4][CH2:5][C:6]1[CH:7]=[CH:8][CH:9]=[CH:10][CH:11]=1. (2) Given the reactants Br[C:2]1[C:7]([N+:8]([O-:10])=[O:9])=[CH:6][C:5]([Br:11])=[CH:4][N:3]=1.[Cu](C#N)[C:13]#[N:14].C(OC(C)C)(=O)C, predict the reaction product. The product is: [Br:11][C:5]1[CH:6]=[C:7]([N+:8]([O-:10])=[O:9])[C:2]([C:13]#[N:14])=[N:3][CH:4]=1. (3) Given the reactants CS([C:5]1[N:10]=[CH:9][C:8]([C:11]#[C:12][C:13]2[CH:18]=[CH:17][CH:16]=[CH:15][CH:14]=2)=[CH:7][N:6]=1)(=O)=O.Cl.CN.C[CH2:23][N:24](CC)CC, predict the reaction product. The product is: [CH3:23][NH:24][C:5]1[N:10]=[CH:9][C:8]([C:11]#[C:12][C:13]2[CH:18]=[CH:17][CH:16]=[CH:15][CH:14]=2)=[CH:7][N:6]=1. (4) The product is: [N:13]([CH2:16][C:17]1[C:22]([C:5]#[N:6])=[N:21][C:20]([CH3:24])=[CH:19][CH:18]=1)=[N+:14]=[N-:15]. Given the reactants C[Si]([C:5]#[N:6])(C)C.CN(C)C(Cl)=O.[N:13]([CH2:16][C:17]1[CH:18]=[CH:19][C:20]([CH3:24])=[N+:21]([O-])[CH:22]=1)=[N+:14]=[N-:15].C(=O)([O-])O.[Na+], predict the reaction product.